Predict the reactants needed to synthesize the given product. From a dataset of Full USPTO retrosynthesis dataset with 1.9M reactions from patents (1976-2016). (1) Given the product [Cl:1][C:2]1[CH:3]=[C:4]([CH:7]=[C:8]([O:10][C:11]2[C:12](=[O:21])[N:13]([CH2:23][C:24]3[NH:25][C:26](=[O:29])[NH:27][N:28]=3)[CH:14]=[CH:15][C:16]=2[C:17]([F:18])([F:19])[F:20])[CH:9]=1)[C:5]#[N:6], predict the reactants needed to synthesize it. The reactants are: [Cl:1][C:2]1[CH:3]=[C:4]([CH:7]=[C:8]([O:10][C:11]2[C:12]([OH:21])=[N:13][CH:14]=[CH:15][C:16]=2[C:17]([F:20])([F:19])[F:18])[CH:9]=1)[C:5]#[N:6].Cl[CH2:23][C:24]1[NH:25][C:26](=[O:29])[NH:27][N:28]=1.C([O-])([O-])=O.[K+].[K+]. (2) Given the product [Br:8][CH:3]([CH2:4][CH2:5][CH2:6][CH3:7])[CH2:2][S:9]([O-:12])(=[O:11])=[O:10].[Na+:13], predict the reactants needed to synthesize it. The reactants are: Br[CH2:2][CH:3]([Br:8])[CH2:4][CH2:5][CH2:6][CH3:7].[S:9]([O-:12])([O-:11])=[O:10].[Na+:13].[Na+].O. (3) The reactants are: [CH:1]([O:4][C:5]1[CH:11]=[CH:10][C:8]([NH2:9])=[CH:7][CH:6]=1)([CH3:3])[CH3:2].Cl[C:13]([O:15][C:16]1[CH:21]=[CH:20][C:19]([N+:22]([O-:24])=[O:23])=[CH:18][CH:17]=1)=[O:14]. Given the product [N+:22]([C:19]1[CH:18]=[CH:17][C:16]([O:15][C:13](=[O:14])[NH:9][C:8]2[CH:10]=[CH:11][C:5]([O:4][CH:1]([CH3:3])[CH3:2])=[CH:6][CH:7]=2)=[CH:21][CH:20]=1)([O-:24])=[O:23], predict the reactants needed to synthesize it.